Dataset: Merck oncology drug combination screen with 23,052 pairs across 39 cell lines. Task: Regression. Given two drug SMILES strings and cell line genomic features, predict the synergy score measuring deviation from expected non-interaction effect. Drug 1: CN(Cc1cnc2nc(N)nc(N)c2n1)c1ccc(C(=O)NC(CCC(=O)O)C(=O)O)cc1. Drug 2: CC(C)CC(NC(=O)C(Cc1ccccc1)NC(=O)c1cnccn1)B(O)O. Cell line: KPL1. Synergy scores: synergy=-16.6.